From a dataset of Forward reaction prediction with 1.9M reactions from USPTO patents (1976-2016). Predict the product of the given reaction. (1) Given the reactants [NH2:1][C@@H:2]([CH2:5][C:6]1[CH:11]=[CH:10][C:9]([CH3:12])=[CH:8][CH:7]=1)[CH2:3][OH:4].C(N(C(C)C)CC)(C)C.Cl[C:23](Cl)([O:25]C(=O)OC(Cl)(Cl)Cl)Cl, predict the reaction product. The product is: [CH3:12][C:9]1[CH:8]=[CH:7][C:6]([CH2:5][C@H:2]2[CH2:3][O:4][C:23](=[O:25])[NH:1]2)=[CH:11][CH:10]=1. (2) Given the reactants C(OC(=O)[N:7]([CH:30]([C:32]1[CH:37]=[CH:36][C:35]([C:38]2[CH:43]=[CH:42][CH:41]=[CH:40][CH:39]=2)=[CH:34][CH:33]=1)[CH3:31])[CH2:8][C:9]([N:11]1[CH2:16][CH2:15][N:14]([C:17](=[O:29])[C:18]2[CH:23]=[C:22]([F:24])[CH:21]=[CH:20][C:19]=2[C:25]([F:28])([F:27])[F:26])[CH2:13][CH2:12]1)=[O:10])(C)(C)C.[ClH:45], predict the reaction product. The product is: [ClH:45].[C:35]1([C:38]2[CH:43]=[CH:42][CH:41]=[CH:40][CH:39]=2)[CH:34]=[CH:33][C:32]([CH:30]([NH:7][CH2:8][C:9]([N:11]2[CH2:12][CH2:13][N:14]([C:17](=[O:29])[C:18]3[CH:23]=[C:22]([F:24])[CH:21]=[CH:20][C:19]=3[C:25]([F:28])([F:27])[F:26])[CH2:15][CH2:16]2)=[O:10])[CH3:31])=[CH:37][CH:36]=1. (3) Given the reactants [CH3:1][C:2]1[CH:3]=[C:4]([CH:11]=O)[CH:5]=[C:6]([CH:10]=1)[C:7]([OH:9])=[O:8].CC1C=C(C=C(C)C=1)C(O)=O.[Br:24]Br.N(C(C)(C)C#N)=NC(C)(C)C#N, predict the reaction product. The product is: [Br:24][CH2:11][C:4]1[CH:5]=[C:6]([CH:10]=[C:2]([CH3:1])[CH:3]=1)[C:7]([OH:9])=[O:8]. (4) Given the reactants [CH3:1][C:2]1[NH:6][N:5]=[N:4][N:3]=1.CN(C)C=O.[H-].[Na+].[C:14]([O:18][C:19]([N:21]1[CH2:27][CH2:26][CH2:25][N:24]([C:28]2[N:32]([CH2:33][CH2:34]OS(C)(=O)=O)[C:31]3[CH:40]=[CH:41][CH:42]=[CH:43][C:30]=3[N:29]=2)[CH2:23][CH2:22]1)=[O:20])([CH3:17])([CH3:16])[CH3:15], predict the reaction product. The product is: [C:14]([O:18][C:19]([N:21]1[CH2:27][CH2:26][CH2:25][N:24]([C:28]2[N:32]([CH2:33][CH2:34][N:3]3[C:2]([CH3:1])=[N:6][N:5]=[N:4]3)[C:31]3[CH:40]=[CH:41][CH:42]=[CH:43][C:30]=3[N:29]=2)[CH2:23][CH2:22]1)=[O:20])([CH3:15])([CH3:16])[CH3:17].